This data is from Catalyst prediction with 721,799 reactions and 888 catalyst types from USPTO. The task is: Predict which catalyst facilitates the given reaction. (1) Reactant: [C:1]([C:3]1[CH:4]=[CH:5][C:6]([O:26][CH3:27])=[C:7]([C:9]2[C:13]([NH:14][C:15]([C:17]3[CH:18]=[N:19][N:20]4[CH:25]=[CH:24][CH:23]=[N:22][C:21]=34)=[O:16])=[CH:12][NH:11][N:10]=2)[CH:8]=1)#[N:2].Cl[CH2:29][C:30]1[N:34]([CH3:35])[CH:33]=[N:32][N:31]=1.C([O-])([O-])=O.[Cs+].[Cs+]. Product: [C:1]([C:3]1[CH:4]=[CH:5][C:6]([O:26][CH3:27])=[C:7]([C:9]2[C:13]([NH:14][C:15]([C:17]3[CH:18]=[N:19][N:20]4[CH:25]=[CH:24][CH:23]=[N:22][C:21]=34)=[O:16])=[CH:12][N:11]([CH2:29][C:30]3[N:34]([CH3:35])[CH:33]=[N:32][N:31]=3)[N:10]=2)[CH:8]=1)#[N:2]. The catalyst class is: 3. (2) Reactant: Cl.[NH2:2][CH2:3][CH2:4][O:5][C:6]1[CH:11]=[CH:10][C:9]([C:12]2[N:16]([C:17]3[C:24]4[S:23][C:22]([NH:25][C:26]([CH:28]5[CH2:30][CH2:29]5)=[O:27])=[N:21][C:20]=4[NH:19][N:18]=3)[CH:15]=[N:14][CH:13]=2)=[C:8]([Cl:31])[CH:7]=1.C(N(CC)CC)C.[C:39](Cl)(=[O:41])[CH3:40]. Product: [C:39]([NH:2][CH2:3][CH2:4][O:5][C:6]1[CH:11]=[CH:10][C:9]([C:12]2[N:16]([C:17]3[C:24]4[S:23][C:22]([NH:25][C:26]([CH:28]5[CH2:29][CH2:30]5)=[O:27])=[N:21][C:20]=4[NH:19][N:18]=3)[CH:15]=[N:14][CH:13]=2)=[C:8]([Cl:31])[CH:7]=1)(=[O:41])[CH3:40]. The catalyst class is: 3. (3) Reactant: [C:1]([O:5][C:6](=[O:24])[NH:7][CH2:8][C:9]1[CH:14]=[C:13]([O:15][CH:16]([CH2:19][CH3:20])[CH2:17][CH3:18])[CH:12]=[CH:11][C:10]=1[N+:21]([O-])=O)([CH3:4])([CH3:3])[CH3:2].[Cl-].[NH4+].C(O)C. Product: [C:1]([O:5][C:6](=[O:24])[NH:7][CH2:8][C:9]1[CH:14]=[C:13]([O:15][CH:16]([CH2:17][CH3:18])[CH2:19][CH3:20])[CH:12]=[CH:11][C:10]=1[NH2:21])([CH3:2])([CH3:3])[CH3:4]. The catalyst class is: 150. (4) Reactant: C(C(C(C([O-])=O)O)O)([O-])=[O:2].[Cl:11]C1C=CC2CC[CH3+]CN(C)C=2C=1.[Cl:24]C1C=CC2CC[CH3+]CN(C)C=2C=1.C(=O)([O-])[O-].[K+].[K+].Cl.O.[Cl:45][C:46]1[CH:47]=[CH:48][C:49]2[CH2:55][CH2:54][NH:53][CH2:52][C@H:51]([CH3:56])[C:50]=2[CH:57]=1.[Cl:58][C:59]1[CH:60]=[CH:61][C:62]2[CH2:68][CH2:67][NH:66][CH2:65][C@H:64]([CH3:69])[C:63]=2[CH:70]=1. The catalyst class is: 13. Product: [ClH:11].[OH2:2].[Cl:45][C:46]1[CH:47]=[CH:48][C:49]2[CH2:55][CH2:54][NH:53][CH2:52][C@H:51]([CH3:56])[C:50]=2[CH:57]=1.[Cl:58][C:59]1[CH:60]=[CH:61][C:62]2[CH2:68][CH2:67][NH:66][CH2:65][C@H:64]([CH3:69])[C:63]=2[CH:70]=1.[ClH:24].